From a dataset of Forward reaction prediction with 1.9M reactions from USPTO patents (1976-2016). Predict the product of the given reaction. (1) The product is: [Cl:36][CH2:25][C:21]1[N:20]([C:1]([C:14]2[CH:19]=[CH:18][CH:17]=[CH:16][CH:15]=2)([C:8]2[CH:13]=[CH:12][CH:11]=[CH:10][CH:9]=2)[C:2]2[CH:7]=[CH:6][CH:5]=[CH:4][CH:3]=2)[CH:24]=[CH:23][N:22]=1. Given the reactants [C:1]([N:20]1[CH:24]=[CH:23][N:22]=[C:21]1[CH2:25]O)([C:14]1[CH:19]=[CH:18][CH:17]=[CH:16][CH:15]=1)([C:8]1[CH:13]=[CH:12][CH:11]=[CH:10][CH:9]=1)[C:2]1[CH:7]=[CH:6][CH:5]=[CH:4][CH:3]=1.C(N(CC)CC)C.S(Cl)([Cl:36])=O, predict the reaction product. (2) Given the reactants [NH2:1][C:2]1[C:3]([NH:13][CH2:14][CH2:15][CH2:16][Cl:17])=[C:4]([CH:9]=[CH:10][C:11]=1[Br:12])[C:5]([O:7][CH3:8])=[O:6].[Cl:18][C:19]1[CH:24]=[C:23]([Cl:25])[CH:22]=[CH:21][C:20]=1[N:26]=[C:27]=[S:28], predict the reaction product. The product is: [Br:12][C:11]1[CH:10]=[CH:9][C:4]([C:5]([O:7][CH3:8])=[O:6])=[C:3]([NH:13][CH2:14][CH2:15][CH2:16][Cl:17])[C:2]=1[NH:1][C:27](=[S:28])[NH:26][C:20]1[CH:21]=[CH:22][C:23]([Cl:25])=[CH:24][C:19]=1[Cl:18]. (3) Given the reactants [NH2:1][C:2]1[CH:3]=[C:4]([C:8]2[N:17]=[C:16]([NH:18][C:19]3[CH:20]=[C:21]4[C:25](=[CH:26][CH:27]=3)[N:24]([C:28]([O:30][C:31]([CH3:34])([CH3:33])[CH3:32])=[O:29])[N:23]=[CH:22]4)[C:15]3[C:10](=[CH:11][CH:12]=[CH:13][CH:14]=3)[N:9]=2)[CH:5]=[CH:6][CH:7]=1.C1COCC1.C([O-])(O)=O.[Na+].[Cl:45][CH2:46][C:47](Cl)=[O:48], predict the reaction product. The product is: [Cl:45][CH2:46][C:47]([NH:1][C:2]1[CH:3]=[C:4]([C:8]2[N:17]=[C:16]([NH:18][C:19]3[CH:20]=[C:21]4[C:25](=[CH:26][CH:27]=3)[N:24]([C:28]([O:30][C:31]([CH3:34])([CH3:33])[CH3:32])=[O:29])[N:23]=[CH:22]4)[C:15]3[C:10](=[CH:11][CH:12]=[CH:13][CH:14]=3)[N:9]=2)[CH:5]=[CH:6][CH:7]=1)=[O:48]. (4) Given the reactants [Cl:1][C:2]1[CH:11]=[CH:10][C:5]([C:6]([O:8]C)=[O:7])=[CH:4][C:3]=1[NH:12][C:13]([C:15]1([N:18]2[CH2:23][CH2:22][O:21][CH2:20][CH2:19]2)[CH2:17][CH2:16]1)=[O:14].[OH-].[Li+].O.Cl, predict the reaction product. The product is: [Cl:1][C:2]1[CH:11]=[CH:10][C:5]([C:6]([OH:8])=[O:7])=[CH:4][C:3]=1[NH:12][C:13]([C:15]1([N:18]2[CH2:19][CH2:20][O:21][CH2:22][CH2:23]2)[CH2:16][CH2:17]1)=[O:14]. (5) Given the reactants [CH:1]1([O:6][C:7]2[N:15]=[C:14]3[C:10]([N:11]=[CH:12][N:13]3[C@H:16]3[C@H:23]4[C@H:19]([O:20]C(C)(C)[O:22]4)[C@@H:18](/[CH:26]=[N:27]/[OH:28])[O:17]3)=[C:9]([NH:29]C(=O)C3C=CC=CC=3)[N:8]=2)[CH2:5][CH2:4][CH2:3][CH2:2]1, predict the reaction product. The product is: [NH2:29][C:9]1[N:8]=[C:7]([O:6][CH:1]2[CH2:5][CH2:4][CH2:3][CH2:2]2)[N:15]=[C:14]2[C:10]=1[N:11]=[CH:12][N:13]2[C@@H:16]1[O:17][C@H:18]([CH:26]=[N:27][OH:28])[C@@H:19]([OH:20])[C@H:23]1[OH:22]. (6) Given the reactants [Cl:1][C:2]1[CH:3]=[CH:4][C:5]([S:9][CH3:10])=[C:6]([CH:8]=1)[NH2:7].[Br:11][C:12]1[CH:17]=[CH:16][C:15]([S:18](Cl)(=[O:20])=[O:19])=[CH:14][CH:13]=1, predict the reaction product. The product is: [Br:11][C:12]1[CH:17]=[CH:16][C:15]([S:18]([NH:7][C:6]2[CH:8]=[C:2]([Cl:1])[CH:3]=[CH:4][C:5]=2[S:9][CH3:10])(=[O:20])=[O:19])=[CH:14][CH:13]=1. (7) Given the reactants [OH:1][C:2]1[C:7]([CH3:8])=[CH:6][C:5]([CH2:9][CH2:10][C:11]([C:13]2[S:14][CH:15]=[C:16]([CH2:21][CH:22]([CH3:24])[CH3:23])[C:17]=2[CH2:18][CH2:19][CH3:20])=[O:12])=[CH:4][C:3]=1[CH3:25].Cl[CH2:27][C@@H:28]([OH:31])[CH2:29][OH:30], predict the reaction product. The product is: [OH:31][C@@H:28]([CH2:29][OH:30])[CH2:27][O:1][C:2]1[C:7]([CH3:8])=[CH:6][C:5]([CH2:9][CH2:10][C:11]([C:13]2[S:14][CH:15]=[C:16]([CH2:21][CH:22]([CH3:24])[CH3:23])[C:17]=2[CH2:18][CH2:19][CH3:20])=[O:12])=[CH:4][C:3]=1[CH3:25]. (8) Given the reactants [CH:1](=O)[CH2:2][CH3:3].[CH3:5][C:6]1[CH:11]=[C:10]([CH3:12])[CH:9]=[CH:8][C:7]=1[C:13]1[C:14]2[N:15]([C:20]([NH2:25])=[C:21]([CH2:23][CH3:24])[N:22]=2)[N:16]=[C:17]([CH3:19])[CH:18]=1.C(O[BH-](O[C:36](=O)[CH3:37])OC(=O)C)(=O)C.[Na+].[C:40](O)(=O)C, predict the reaction product. The product is: [CH3:5][C:6]1[CH:11]=[C:10]([CH3:12])[CH:9]=[CH:8][C:7]=1[C:13]1[C:14]2[N:15]([C:20]([N:25]([CH2:40][CH2:36][CH3:37])[CH2:1][CH2:2][CH3:3])=[C:21]([CH2:23][CH3:24])[N:22]=2)[N:16]=[C:17]([CH3:19])[CH:18]=1. (9) Given the reactants [C:1]([C:4]1[CH:9]=[N:8][NH:7][C:6](=[O:10])[C:5]=1[C:11]1[CH:16]=[CH:15][CH:14]=[CH:13][CH:12]=1)(=[O:3])[CH3:2].[C:17]1(B(O)O)[CH:22]=[CH:21][CH:20]=[CH:19][CH:18]=1.N1C=CC=CC=1, predict the reaction product. The product is: [C:1]([C:4]1[CH:9]=[N:8][N:7]([C:17]2[CH:22]=[CH:21][CH:20]=[CH:19][CH:18]=2)[C:6](=[O:10])[C:5]=1[C:11]1[CH:16]=[CH:15][CH:14]=[CH:13][CH:12]=1)(=[O:3])[CH3:2]. (10) The product is: [CH3:22][N:7]1[C:8]2[CH2:14][CH2:13][CH2:12][N:11]([C:15]([O:17][C:18]([CH3:21])([CH3:20])[CH3:19])=[O:16])[CH2:10][C:9]=2[C:5]2[CH:4]=[CH:3][C:2]([N:35]3[CH:36]=[CH:37][C:32]([C:29]4[CH:30]=[N:31][C:26]([C:25]([F:24])([F:39])[F:40])=[CH:27][CH:28]=4)=[CH:33][C:34]3=[O:38])=[N:23][C:6]1=2. Given the reactants Br[C:2]1[CH:3]=[CH:4][C:5]2[C:9]3[CH2:10][N:11]([C:15]([O:17][C:18]([CH3:21])([CH3:20])[CH3:19])=[O:16])[CH2:12][CH2:13][CH2:14][C:8]=3[N:7]([CH3:22])[C:6]=2[N:23]=1.[F:24][C:25]([F:40])([F:39])[C:26]1[N:31]=[CH:30][C:29]([C:32]2[CH:37]=[CH:36][NH:35][C:34](=[O:38])[CH:33]=2)=[CH:28][CH:27]=1.C([O-])([O-])=O.[Cs+].[Cs+].OC1C=CC=C2C=1N=CC=C2, predict the reaction product.